This data is from NCI-60 drug combinations with 297,098 pairs across 59 cell lines. The task is: Regression. Given two drug SMILES strings and cell line genomic features, predict the synergy score measuring deviation from expected non-interaction effect. (1) Cell line: HOP-62. Drug 1: CN1C(=O)N2C=NC(=C2N=N1)C(=O)N. Drug 2: CN(CCCl)CCCl.Cl. Synergy scores: CSS=8.99, Synergy_ZIP=-0.780, Synergy_Bliss=0.940, Synergy_Loewe=-22.5, Synergy_HSA=-1.30. (2) Drug 1: CC1=C(C=C(C=C1)NC2=NC=CC(=N2)N(C)C3=CC4=NN(C(=C4C=C3)C)C)S(=O)(=O)N.Cl. Drug 2: CC(CN1CC(=O)NC(=O)C1)N2CC(=O)NC(=O)C2. Synergy scores: CSS=63.6, Synergy_ZIP=0.237, Synergy_Bliss=4.05, Synergy_Loewe=1.05, Synergy_HSA=4.32. Cell line: CCRF-CEM. (3) Drug 1: CN1CCC(CC1)COC2=C(C=C3C(=C2)N=CN=C3NC4=C(C=C(C=C4)Br)F)OC. Drug 2: CC(C)NC(=O)C1=CC=C(C=C1)CNNC.Cl. Cell line: NCIH23. Synergy scores: CSS=13.2, Synergy_ZIP=-0.668, Synergy_Bliss=5.11, Synergy_Loewe=2.40, Synergy_HSA=4.23. (4) Drug 1: CC1=C(C=C(C=C1)NC2=NC=CC(=N2)N(C)C3=CC4=NN(C(=C4C=C3)C)C)S(=O)(=O)N.Cl. Drug 2: CN1CCC(CC1)COC2=C(C=C3C(=C2)N=CN=C3NC4=C(C=C(C=C4)Br)F)OC. Cell line: HCT-15. Synergy scores: CSS=8.36, Synergy_ZIP=-2.41, Synergy_Bliss=3.45, Synergy_Loewe=-8.09, Synergy_HSA=1.72.